Dataset: Full USPTO retrosynthesis dataset with 1.9M reactions from patents (1976-2016). Task: Predict the reactants needed to synthesize the given product. (1) The reactants are: Cl.[NH2:2][CH2:3][C:4]([C:6]1[CH:16]=[CH:15][C:9]([C:10]([O:12][CH2:13][CH3:14])=[O:11])=[CH:8][CH:7]=1)=[O:5].[CH2:17]([C:21]1([O:36][CH3:37])[CH2:26][CH2:25][N:24]([C:27]2[CH:35]=[CH:34][C:30]([C:31](O)=[O:32])=[CH:29][CH:28]=2)[CH2:23][CH2:22]1)[CH2:18][CH2:19][CH3:20].ON1C2C=CC=CC=2N=N1.Cl.C(N=C=NCCCN(C)C)C. Given the product [CH2:17]([C:21]1([O:36][CH3:37])[CH2:22][CH2:23][N:24]([C:27]2[CH:28]=[CH:29][C:30]([C:31]([NH:2][CH2:3][C:4]([C:6]3[CH:16]=[CH:15][C:9]([C:10]([O:12][CH2:13][CH3:14])=[O:11])=[CH:8][CH:7]=3)=[O:5])=[O:32])=[CH:34][CH:35]=2)[CH2:25][CH2:26]1)[CH2:18][CH2:19][CH3:20], predict the reactants needed to synthesize it. (2) Given the product [CH3:32][N:33]([CH3:38])[CH2:34][CH2:35][N:36]([CH:18]=[C:17]1[C:16]2[C:15]([CH3:30])([C:14]3[CH:5]([O:4][C:2](=[O:3])[CH3:1])[CH2:6][C:7]4([CH3:31])[CH:8]([C:13]=3[C:21](=[O:22])[C:20]=2[OH:19])[CH2:9][CH2:10][CH:11]4[OH:12])[CH:26]([CH2:27][O:28][CH3:29])[O:25][C:23]1=[O:24])[CH3:37], predict the reactants needed to synthesize it. The reactants are: [CH3:1][C:2]([O:4][C@H:5]1[C:14]2[C@@:15]3([CH3:30])[C@@H:26]([CH2:27][O:28][CH3:29])[O:25][C:23](=[O:24])[C:17]4=[CH:18][O:19][C:20]([C:21](=[O:22])[C:13]=2[C@@H:8]2[CH2:9][CH2:10][C@H:11]([OH:12])[C@@:7]2([CH3:31])[CH2:6]1)=[C:16]34)=[O:3].[CH3:32][N:33]([CH3:38])[CH2:34][CH2:35][NH:36][CH3:37]. (3) Given the product [CH3:22][C:21]1[C:16]([N:13]2[CH2:14][CH2:15][N:10]([C:8]([C:5]3[CH:6]=[CH:7][C:2]([N:27]4[CH2:28][CH2:29][O:25][C:26]4=[O:30])=[CH:3][CH:4]=3)=[O:9])[CH2:11][CH2:12]2)=[N:17][C:18]([CH3:24])=[C:19]([CH3:23])[CH:20]=1, predict the reactants needed to synthesize it. The reactants are: I[C:2]1[CH:7]=[CH:6][C:5]([C:8]([N:10]2[CH2:15][CH2:14][N:13]([C:16]3[C:21]([CH3:22])=[CH:20][C:19]([CH3:23])=[C:18]([CH3:24])[N:17]=3)[CH2:12][CH2:11]2)=[O:9])=[CH:4][CH:3]=1.[O:25]1[CH2:29][CH:28]=[N:27][C:26]1=[O:30]. (4) Given the product [CH3:14][O:17][C:21](=[O:22])[C:20]1[CH:9]=[CH:8][CH:7]=[C:3]([CH3:2])[C:4]=1[O:6][CH3:13], predict the reactants needed to synthesize it. The reactants are: O[C:2]1C(C)=[CH:9][CH:8]=[CH:7][C:3]=1[C:4]([OH:6])=O.I[CH3:13].[C:14](=[O:17])([O-])[O-].[K+].[K+].[CH3:20][C:21](N(C)C)=[O:22].